This data is from NCI-60 drug combinations with 297,098 pairs across 59 cell lines. The task is: Regression. Given two drug SMILES strings and cell line genomic features, predict the synergy score measuring deviation from expected non-interaction effect. (1) Drug 1: C1=CC(=CC=C1CCC2=CNC3=C2C(=O)NC(=N3)N)C(=O)NC(CCC(=O)O)C(=O)O. Drug 2: CCC1(CC2CC(C3=C(CCN(C2)C1)C4=CC=CC=C4N3)(C5=C(C=C6C(=C5)C78CCN9C7C(C=CC9)(C(C(C8N6C)(C(=O)OC)O)OC(=O)C)CC)OC)C(=O)OC)O.OS(=O)(=O)O. Cell line: OVCAR-4. Synergy scores: CSS=45.4, Synergy_ZIP=-1.95, Synergy_Bliss=-0.421, Synergy_Loewe=3.34, Synergy_HSA=4.36. (2) Drug 1: C1CCC(C1)C(CC#N)N2C=C(C=N2)C3=C4C=CNC4=NC=N3. Drug 2: C1CNP(=O)(OC1)N(CCCl)CCCl. Cell line: 786-0. Synergy scores: CSS=4.67, Synergy_ZIP=-0.00438, Synergy_Bliss=6.32, Synergy_Loewe=0.0431, Synergy_HSA=4.26. (3) Drug 1: CCC1=CC2CC(C3=C(CN(C2)C1)C4=CC=CC=C4N3)(C5=C(C=C6C(=C5)C78CCN9C7C(C=CC9)(C(C(C8N6C)(C(=O)OC)O)OC(=O)C)CC)OC)C(=O)OC.C(C(C(=O)O)O)(C(=O)O)O. Drug 2: CCCS(=O)(=O)NC1=C(C(=C(C=C1)F)C(=O)C2=CNC3=C2C=C(C=N3)C4=CC=C(C=C4)Cl)F. Cell line: OVCAR-8. Synergy scores: CSS=40.1, Synergy_ZIP=1.50, Synergy_Bliss=1.12, Synergy_Loewe=-34.5, Synergy_HSA=-0.500. (4) Drug 1: CC1=C2C(C(=O)C3(C(CC4C(C3C(C(C2(C)C)(CC1OC(=O)C(C(C5=CC=CC=C5)NC(=O)OC(C)(C)C)O)O)OC(=O)C6=CC=CC=C6)(CO4)OC(=O)C)OC)C)OC. Drug 2: CN(C(=O)NC(C=O)C(C(C(CO)O)O)O)N=O. Cell line: SF-539. Synergy scores: CSS=50.0, Synergy_ZIP=4.16, Synergy_Bliss=3.83, Synergy_Loewe=-42.0, Synergy_HSA=4.64.